Dataset: Full USPTO retrosynthesis dataset with 1.9M reactions from patents (1976-2016). Task: Predict the reactants needed to synthesize the given product. (1) Given the product [Cl:1][C:2]1[C:3]([CH3:10])=[CH:4][C:5]2[N:9]=[CH:13][NH:8][C:6]=2[CH:7]=1, predict the reactants needed to synthesize it. The reactants are: [Cl:1][C:2]1[C:3]([CH3:10])=[CH:4][C:5]([NH2:9])=[C:6]([NH2:8])[CH:7]=1.[OH-].[NH4+].[CH:13](O)=O. (2) Given the product [NH:1]1[C:2]2[CH:7]=[CH:6][CH:5]=[CH:4][C:3]=2[N:8]=[C:9]1[C:11]1[N:12]=[CH:13][S:14][C:15]=1[NH:16][C:26](=[O:35])[C:27]1[C:28]([F:34])=[CH:29][CH:30]=[CH:31][C:32]=1[F:33], predict the reactants needed to synthesize it. The reactants are: [NH2:1][C:2]1[CH:7]=[CH:6][CH:5]=[CH:4][C:3]=1[NH:8][C:9]([C:11]1[N:12]=[CH:13][S:14][C:15]=1[N:16]([C:26](=[O:35])[C:27]1[C:32]([F:33])=[CH:31][CH:30]=[CH:29][C:28]=1[F:34])CC1C=CC(OC)=CC=1)=O.